From a dataset of Experimentally validated miRNA-target interactions with 360,000+ pairs, plus equal number of negative samples. Binary Classification. Given a miRNA mature sequence and a target amino acid sequence, predict their likelihood of interaction. (1) The miRNA is hsa-miR-1279 with sequence UCAUAUUGCUUCUUUCU. The protein sequence of the target gene is MSTKKSPEELKRIFEKYAAKEGDPDQLSKDELKLLIQAEFPSLLKGPNTLDDLFQELDKNGDGEVSFEEFQVLVKKISQ. Result: 0 (no interaction). (2) The miRNA is hsa-miR-7106-3p with sequence AGCUCCCUGAAUCCCUGUCCCAG. The protein sequence of the target gene is MSSPGTESAGKSLQYRVDHLLSAVENELQAGSEKGDPTERELRVGLEESELWLRFKELTNEMIVTKNGRRMFPVLKVNVSGLDPNAMYSFLLDFVAADNHRWKYVNGEWVPGGKPEPQAPSCVYIHPDSPNFGAHWMKAPVSFSKVKLTNKLNGGGQIMLNSLHKYEPRIHIVRVGGPQRMITSHCFPETQFIAVTAYQNEEITALKIKYNPFAKAFLDAKERSDHKEMMEEPGDSQQPGYSQWGWLLPGTSTLCPPANPHPQFGGALSLPSTHSCDRYPTLRSHRSSPYPSPYAHRNNS.... Result: 0 (no interaction).